This data is from Reaction yield outcomes from USPTO patents with 853,638 reactions. The task is: Predict the reaction yield, written as a fraction of the theoretical maximum amount of product (1.0 means a 100% yield; for example, 0.34 means a 34% yield). (1) The reactants are [C:1]([C:3]1[CH:12]=[CH:11][C:10]([O:13][C:14]2[CH:19]=[CH:18][C:17]([B:20]3[O:24][C:23](C)(C)C(C)(C)[O:21]3)=[C:16](C=O)[CH:15]=2)=[CH:9][C:4]=1[C:5]([O:7][CH3:8])=[O:6])#[N:2].[BH4-].[Na+].Cl. The catalyst is CO. The product is [C:1]([C:3]1[CH:12]=[CH:11][C:10]([O:13][C:14]2[CH:19]=[CH:18][C:17]3[B:20]([OH:21])[O:24][CH2:23][C:16]=3[CH:15]=2)=[CH:9][C:4]=1[C:5]([O:7][CH3:8])=[O:6])#[N:2]. The yield is 0.620. (2) The reactants are [CH3:1][O:2][C:3]1[CH:4]=[C:5]([CH:8]=[CH:9][C:10]=1[O:11][CH3:12])[CH:6]=[O:7].[I:13]I. The catalyst is CCO.S([O-])([O-])(=O)=O.[Ag+2]. The product is [I:13][C:8]1[CH:9]=[C:10]([O:11][CH3:12])[C:3]([O:2][CH3:1])=[CH:4][C:5]=1[CH:6]=[O:7]. The yield is 0.800. (3) The reactants are [C:1]([N:5]1[C:9]([Cl:10])=[C:8]([CH2:11]O)[C:7]([C:13]([F:16])([F:15])[F:14])=[N:6]1)([CH3:4])([CH3:3])[CH3:2].P(Br)(Br)[Br:18].O. The catalyst is C(OCC)C. The product is [Br:18][CH2:11][C:8]1[C:7]([C:13]([F:16])([F:15])[F:14])=[N:6][N:5]([C:1]([CH3:4])([CH3:3])[CH3:2])[C:9]=1[Cl:10]. The yield is 0.873. (4) The reactants are [CH2:1]([N:8]1[CH2:13][CH2:12][NH:11][C:10]2[N:14]=[CH:15][C:16]([C:18]3[CH:26]=[CH:25][C:21]([C:22]([OH:24])=O)=[CH:20][CH:19]=3)=[CH:17][C:9]1=2)[C:2]1[CH:7]=[CH:6][CH:5]=[CH:4][CH:3]=1.[CH3:27][N:28]1[CH2:33][CH2:32][NH:31][CH2:30][CH2:29]1. No catalyst specified. The product is [CH2:1]([N:8]1[CH2:13][CH2:12][NH:11][C:10]2[N:14]=[CH:15][C:16]([C:18]3[CH:19]=[CH:20][C:21]([C:22]([N:31]4[CH2:32][CH2:33][N:28]([CH3:27])[CH2:29][CH2:30]4)=[O:24])=[CH:25][CH:26]=3)=[CH:17][C:9]1=2)[C:2]1[CH:3]=[CH:4][CH:5]=[CH:6][CH:7]=1. The yield is 0.320.